From a dataset of Full USPTO retrosynthesis dataset with 1.9M reactions from patents (1976-2016). Predict the reactants needed to synthesize the given product. (1) The reactants are: [C:1](OC(O[C:1]([CH3:4])([CH3:3])[CH3:2])N(C)C)([CH3:4])([CH3:3])[CH3:2].[C:15]([O:19][C:20]([NH:22][C@:23]1([C:33]([OH:35])=[O:34])[C@@H:25]([C:26]2[CH:31]=[CH:30][CH:29]=[CH:28][CH:27]=2)[C@H:24]1[CH3:32])=[O:21])([CH3:18])([CH3:17])[CH3:16].C(=O)([O-])O.[Na+]. Given the product [C:1]([O:34][C:33]([C@@:23]1([NH:22][C:20]([O:19][C:15]([CH3:16])([CH3:17])[CH3:18])=[O:21])[C@@H:25]([C:26]2[CH:31]=[CH:30][CH:29]=[CH:28][CH:27]=2)[C@H:24]1[CH3:32])=[O:35])([CH3:4])([CH3:3])[CH3:2], predict the reactants needed to synthesize it. (2) Given the product [ClH:34].[ClH:36].[C:1]([NH:5][C:6](=[O:35])[C:7]1[CH:12]=[CH:11][CH:10]=[C:9]([O:13][C:14]2[CH:19]=[CH:18][C:17]([NH:20][C:21]3[C:31]4[CH:30]=[C:29]([CH2:32][NH:45][C:38]([CH3:44])([CH3:37])[CH2:39][S:40]([CH3:43])(=[O:42])=[O:41])[CH2:28][CH2:27][NH:26][C:25]=4[N:24]=[CH:23][N:22]=3)=[CH:16][C:15]=2[Cl:34])[CH:8]=1)([CH3:2])([CH3:3])[CH3:4], predict the reactants needed to synthesize it. The reactants are: [C:1]([NH:5][C:6](=[O:35])[C:7]1[CH:12]=[CH:11][CH:10]=[C:9]([O:13][C:14]2[CH:19]=[CH:18][C:17]([NH:20][C:21]3[C:31]4[CH:30]=[C:29]([CH:32]=O)[CH2:28][CH2:27][NH:26][C:25]=4[N:24]=[CH:23][N:22]=3)=[CH:16][C:15]=2[Cl:34])[CH:8]=1)([CH3:4])([CH3:3])[CH3:2].[ClH:36].[CH3:37][C:38]([NH2:45])([CH3:44])[CH2:39][S:40]([CH3:43])(=[O:42])=[O:41].C(O[BH-](OC(=O)C)OC(=O)C)(=O)C.[Na+].C(=O)(O)[O-].[Na+].Cl.C(OCC)(=O)C. (3) Given the product [C:5]([C:21]([NH:7][C:8]1[CH:9]=[CH:10][C:11]([CH2:14][CH2:15][CH2:16][C:17]([NH2:19])=[O:18])=[CH:12][CH:13]=1)([CH3:23])[CH3:20])#[N:6], predict the reactants needed to synthesize it. The reactants are: [Si]([C:5]#[N:6])(C)(C)C.[NH2:7][C:8]1[CH:13]=[CH:12][C:11]([CH2:14][CH2:15][CH2:16][C:17]([NH2:19])=[O:18])=[CH:10][CH:9]=1.[CH3:20][C:21]([CH3:23])=O.